This data is from Reaction yield outcomes from USPTO patents with 853,638 reactions. The task is: Predict the reaction yield, written as a fraction of the theoretical maximum amount of product (1.0 means a 100% yield; for example, 0.34 means a 34% yield). (1) The reactants are C(=O)([O-])[O-].[K+].[K+].[CH2:7](Cl)[C:8]1[CH:13]=[CH:12][CH:11]=[CH:10][CH:9]=1.[OH:15][C:16]1[CH:17]=[C:18]([CH:21]=[CH:22][C:23]=1[O:24][CH2:25][CH2:26][O:27][CH3:28])[CH:19]=[O:20].Cl. The catalyst is C(O)C.O.C(OCC)(=O)C. The product is [CH2:7]([O:15][C:16]1[CH:17]=[C:18]([CH:21]=[CH:22][C:23]=1[O:24][CH2:25][CH2:26][O:27][CH3:28])[CH:19]=[O:20])[C:8]1[CH:13]=[CH:12][CH:11]=[CH:10][CH:9]=1. The yield is 0.930. (2) The reactants are [NH2:1][C@@H:2]1[C:11]2[C:6](=[CH:7][CH:8]=[CH:9][CH:10]=2)[C@H:5]([OH:12])[CH2:4][CH2:3]1.[H-].[Na+].F[C:16]1[CH:17]=[CH:18][C:19]2[N:20]([C:22]([C@@H:25]3[CH2:29][C@@H:28]([F:30])[CH2:27][N:26]3[CH3:31])=[N:23][N:24]=2)[CH:21]=1.N. The catalyst is CN(C=O)C.O.CO.C(Cl)Cl. The product is [F:30][C@H:28]1[CH2:27][N:26]([CH3:31])[C@H:25]([C:22]2[N:20]3[CH:21]=[C:16]([O:12][C@H:5]4[C:6]5[C:11](=[CH:10][CH:9]=[CH:8][CH:7]=5)[C@@H:2]([NH2:1])[CH2:3][CH2:4]4)[CH:17]=[CH:18][C:19]3=[N:24][N:23]=2)[CH2:29]1. The yield is 0.510. (3) The reactants are C([C:5]1[CH:19]=[CH:18][CH:17]=[CH:16][C:6]=1[C:7]([NH:9][CH:10]1[CH2:15][CH2:14][CH2:13][NH:12][CH2:11]1)=[O:8])(C)(C)C.Cl[C:21]1[CH:22]=[C:23]([NH:29][C:30]2[CH:34]=[C:33]([CH3:35])[N:32]([CH3:36])[N:31]=2)[C:24](=[O:28])[N:25]([CH3:27])[N:26]=1.C(=O)([O-])[O-].[Cs+].[Cs+].C1(P(C2C=CC=CC=2)[C:50]2C=CC3[C:52](=CC=CC=3)[C:51]=2[C:60]2C3C(=CC=CC=3)C=CC=2P(C2C=CC=CC=2)C2C=CC=CC=2)C=CC=CC=1. The catalyst is ClCCl.[Pd].[Pd].C(=CC(C=CC1C=CC=CC=1)=O)C1C=CC=CC=1.C(=CC(C=CC1C=CC=CC=1)=O)C1C=CC=CC=1.C(=CC(C=CC1C=CC=CC=1)=O)C1C=CC=CC=1.O1CCOCC1. The product is [C:51]([C:18]1[CH:19]=[CH:5][C:6]([C:7]([NH:9][C@@H:10]2[CH2:15][CH2:14][CH2:13][N:12]([C:21]3[CH:22]=[C:23]([NH:29][C:30]4[CH:34]=[C:33]([CH3:35])[N:32]([CH3:36])[N:31]=4)[C:24](=[O:28])[N:25]([CH3:27])[N:26]=3)[CH2:11]2)=[O:8])=[CH:16][CH:17]=1)([CH3:60])([CH3:52])[CH3:50]. The yield is 0.650. (4) The reactants are [CH:1]([O:4][C:5]1[CH:6]=[C:7]([CH:19]=[C:20]([C:22](=[O:29])[NH:23][C:24]2[S:25][CH:26]=[CH:27][N:28]=2)[CH:21]=1)[O:8][C:9]1[CH:14]=[CH:13][C:12]([P:15](=[O:18])([OH:17])[OH:16])=[CH:11][CH:10]=1)([CH3:3])[CH3:2].CO.[CH3:32]CN=C=NCCCN(C)C.[OH-].[Na+]. The catalyst is CN(C=O)C.N1C=CC=CC=1.O. The product is [CH3:32][O:18][P:15]([C:12]1[CH:13]=[CH:14][C:9]([O:8][C:7]2[CH:19]=[C:20]([C:22](=[O:29])[NH:23][C:24]3[S:25][CH:26]=[CH:27][N:28]=3)[CH:21]=[C:5]([O:4][CH:1]([CH3:3])[CH3:2])[CH:6]=2)=[CH:10][CH:11]=1)(=[O:17])[OH:16]. The yield is 0.250. (5) The reactants are [CH2:1]([C@H:3]1[C@@H:7]([C:8]2[N:12]3[C:13]4[CH:19]=[CH:18][NH:17][C:14]=4[N:15]=[CH:16][C:11]3=[N:10][N:9]=2)[CH2:6][C@@H:5]([NH:20][S:21]([CH:24]2[CH2:26][CH2:25]2)(=[O:23])=[O:22])[CH2:4]1)[CH3:2].[OH-].[K+].[I:29]I.[Cl-].[NH4+]. The catalyst is CN(C=O)C. The product is [CH2:1]([C@H:3]1[C@@H:7]([C:8]2[N:12]3[C:13]4[C:19]([I:29])=[CH:18][NH:17][C:14]=4[N:15]=[CH:16][C:11]3=[N:10][N:9]=2)[CH2:6][C@@H:5]([NH:20][S:21]([CH:24]2[CH2:26][CH2:25]2)(=[O:23])=[O:22])[CH2:4]1)[CH3:2]. The yield is 0.930. (6) The reactants are [CH2:1]([N:8]1[C:16]2[C:11](=[CH:12][CH:13]=[CH:14][CH:15]=2)[C:10]([C:17]([N:19]2[CH2:24][CH2:23][CH:22]([N:25]3[C:29]4[CH:30]=[CH:31][CH:32]=[CH:33][C:28]=4[N:27]=[C:26]3Cl)[CH2:21][CH2:20]2)=[O:18])=[C:9]1[CH3:35])[C:2]1[CH:7]=[CH:6][CH:5]=[CH:4][CH:3]=1.[CH3:36][N:37]1[CH2:42][CH2:41][NH:40][CH2:39][CH2:38]1. No catalyst specified. The product is [CH2:1]([N:8]1[C:16]2[C:11](=[CH:12][CH:13]=[CH:14][CH:15]=2)[C:10]([C:17]([N:19]2[CH2:24][CH2:23][CH:22]([N:25]3[C:29]4[CH:30]=[CH:31][CH:32]=[CH:33][C:28]=4[N:27]=[C:26]3[N:40]3[CH2:41][CH2:42][N:37]([CH3:36])[CH2:38][CH2:39]3)[CH2:21][CH2:20]2)=[O:18])=[C:9]1[CH3:35])[C:2]1[CH:7]=[CH:6][CH:5]=[CH:4][CH:3]=1. The yield is 0.220. (7) The reactants are C([C@H]1COC(=O)N1[C:14](=[O:25])[C@H:15]([C:17]1[CH:22]=[CH:21][C:20]([Br:23])=[CH:19][C:18]=1[F:24])[CH3:16])C1C=CC=CC=1.[BH4-].[Na+]. The catalyst is C1COCC1.O. The product is [Br:23][C:20]1[CH:21]=[CH:22][C:17]([C@H:15]([CH3:16])[CH2:14][OH:25])=[C:18]([F:24])[CH:19]=1. The yield is 0.820.